Dataset: Catalyst prediction with 721,799 reactions and 888 catalyst types from USPTO. Task: Predict which catalyst facilitates the given reaction. (1) Reactant: Cl[C:2]1[N:7]=[C:6]([O:8][CH3:9])[N:5]=[C:4]([NH:10][NH:11][C:12](=[O:32])[C@H:13]([CH2:26][CH:27]2[CH2:31][CH2:30][CH2:29][CH2:28]2)[CH2:14][N:15]([O:18][CH2:19][C:20]2[CH:25]=[CH:24][CH:23]=[CH:22][CH:21]=2)[CH:16]=[O:17])[C:3]=1[F:33].Cl.[NH2:35][C@@H:36]([CH2:42][CH3:43])[C:37]([N:39]([CH3:41])[CH3:40])=[O:38].C(N(C(C)C)CC)(C)C. Product: [CH:27]1([CH2:26][C@H:13]([CH2:14][N:15]([CH:16]=[O:17])[O:18][CH2:19][C:20]2[CH:25]=[CH:24][CH:23]=[CH:22][CH:21]=2)[C:12]([NH:11][NH:10][C:4]2[N:5]=[C:6]([O:8][CH3:9])[N:7]=[C:2]([NH:35][C@@H:36]([CH2:42][CH3:43])[C:37]([N:39]([CH3:41])[CH3:40])=[O:38])[C:3]=2[F:33])=[O:32])[CH2:31][CH2:30][CH2:29][CH2:28]1. The catalyst class is: 16. (2) Reactant: [N+:1]([C:4]1[CH:5]=[C:6]([CH:17]=[CH:18][C:19]=1[NH:20][CH3:21])[C:7]([NH:9][C:10]1[CH:15]=[CH:14][C:13]([Br:16])=[CH:12][CH:11]=1)=[O:8])([O-])=O.C1COCC1. Product: [NH2:1][C:4]1[CH:5]=[C:6]([CH:17]=[CH:18][C:19]=1[NH:20][CH3:21])[C:7]([NH:9][C:10]1[CH:11]=[CH:12][C:13]([Br:16])=[CH:14][CH:15]=1)=[O:8]. The catalyst class is: 5.